From a dataset of Forward reaction prediction with 1.9M reactions from USPTO patents (1976-2016). Predict the product of the given reaction. (1) Given the reactants [N:1]1[CH:6]=[C:5]([CH2:7][OH:8])[CH:4]=[N:3][CH:2]=1.[H-].[Na+].[C:11]1([CH3:21])[CH:16]=[CH:15][C:14]([S:17](Cl)(=[O:19])=[O:18])=[CH:13][CH:12]=1, predict the reaction product. The product is: [CH3:21][C:11]1[CH:16]=[CH:15][C:14]([S:17]([O:8][CH2:7][C:5]2[CH:6]=[N:1][CH:2]=[N:3][CH:4]=2)(=[O:19])=[O:18])=[CH:13][CH:12]=1. (2) Given the reactants [NH2:1][C:2]1[C:3]2[C:11](=[O:12])[CH:10]=[CH:9][NH:8][C:4]=2[N:5]=[CH:6][N:7]=1.C([O-])([O-])=O.[Cs+].[Cs+].[Cl:19][C:20]1[CH:21]=[CH:22][CH:23]=[C:24]2[C:29]=1[N:28]=[C:27]([C:30]1[CH:35]=[CH:34][CH:33]=[CH:32][C:31]=1[Cl:36])[C:26]([CH2:37]Cl)=[CH:25]2, predict the reaction product. The product is: [NH2:1][C:2]1[C:3]2[C:11](=[O:12])[CH:10]=[CH:9][N:8]([CH2:37][C:26]3[C:27]([C:30]4[CH:35]=[CH:34][CH:33]=[CH:32][C:31]=4[Cl:36])=[N:28][C:29]4[C:24]([CH:25]=3)=[CH:23][CH:22]=[CH:21][C:20]=4[Cl:19])[C:4]=2[N:5]=[CH:6][N:7]=1. (3) Given the reactants [CH3:1][O:2][C:3]1[C:4]([O:14][CH3:15])=[CH:5][C:6]2[O:10][CH:9]([C:11]#[N:12])[CH2:8][C:7]=2[CH:13]=1.Cl.[H][H], predict the reaction product. The product is: [CH3:1][O:2][C:3]1[C:4]([O:14][CH3:15])=[CH:5][C:6]2[O:10][CH:9]([CH2:11][NH2:12])[CH2:8][C:7]=2[CH:13]=1. (4) Given the reactants C(=O)([O-])[O-].[Na+].[Na+].CC1(C)C(C)(C)OB([C:15]2[CH:21]=[CH:20][C:18]([NH2:19])=[CH:17][CH:16]=2)O1.Cl[C:24]1[N:29]=[C:28]([C:30]([S:33]([C:36]2[CH:41]=[CH:40][C:39]([Cl:42])=[CH:38][CH:37]=2)(=[O:35])=[O:34])([CH3:32])[CH3:31])[CH:27]=[C:26]([N:43]2[CH2:48][CH2:47][O:46][CH2:45][C@@H:44]2[CH3:49])[N:25]=1.C(O)C, predict the reaction product. The product is: [Cl:42][C:39]1[CH:40]=[CH:41][C:36]([S:33]([C:30]([C:28]2[CH:27]=[C:26]([N:43]3[CH2:48][CH2:47][O:46][CH2:45][C@@H:44]3[CH3:49])[N:25]=[C:24]([C:15]3[CH:16]=[CH:17][C:18]([NH2:19])=[CH:20][CH:21]=3)[N:29]=2)([CH3:32])[CH3:31])(=[O:34])=[O:35])=[CH:37][CH:38]=1.